Dataset: Reaction yield outcomes from USPTO patents with 853,638 reactions. Task: Predict the reaction yield, written as a fraction of the theoretical maximum amount of product (1.0 means a 100% yield; for example, 0.34 means a 34% yield). (1) The yield is 0.620. The catalyst is N1C=CC=CC=1. The reactants are [CH:1]1([C@@H:7]2[C:16]3[C:11](=[CH:12][CH:13]=[CH:14][CH:15]=3)[CH2:10][C@H:9]([OH:17])[CH2:8]2)[CH2:6][CH2:5][CH2:4][CH2:3][CH2:2]1.[C:18]1([CH3:28])[CH:23]=[CH:22][C:21]([S:24](Cl)(=[O:26])=[O:25])=[CH:20][CH:19]=1.N#N. The product is [CH3:28][C:18]1[CH:23]=[CH:22][C:21]([S:24]([O:17][C@@H:9]2[CH2:8][C@H:7]([CH:1]3[CH2:2][CH2:3][CH2:4][CH2:5][CH2:6]3)[C:16]3[C:11](=[CH:12][CH:13]=[CH:14][CH:15]=3)[CH2:10]2)(=[O:26])=[O:25])=[CH:20][CH:19]=1. (2) The reactants are [NH2:1][C:2]([O:4][CH:5]1[CH2:10][CH2:9][CH2:8][N:7]([C:11]2[N:12]=[C:13]3[CH:30]=[C:29]([CH2:31][CH2:32][C:33]4[S:34][CH:35]=[C:36]([CH:38]([CH3:40])[CH3:39])[N:37]=4)[C:28]([F:41])=[CH:27][N:14]3[C:15](=[O:26])[C:16]=2/[CH:17]=[CH:18]/[C:19]([O:21]C(C)(C)C)=[O:20])[CH2:6]1)=[O:3]. The catalyst is Cl.O1CCOCC1. The product is [NH2:1][C:2]([O:4][CH:5]1[CH2:10][CH2:9][CH2:8][N:7]([C:11]2[N:12]=[C:13]3[CH:30]=[C:29]([CH2:31][CH2:32][C:33]4[S:34][CH:35]=[C:36]([CH:38]([CH3:39])[CH3:40])[N:37]=4)[C:28]([F:41])=[CH:27][N:14]3[C:15](=[O:26])[C:16]=2[CH:17]=[CH:18][C:19]([OH:21])=[O:20])[CH2:6]1)=[O:3]. The yield is 0.570.